This data is from Forward reaction prediction with 1.9M reactions from USPTO patents (1976-2016). The task is: Predict the product of the given reaction. (1) Given the reactants [CH3:1][C:2]1[CH:10]=[CH:9][C:8]2[N:7]([CH2:11][CH:12]([C:14]3[CH:19]=[CH:18][N:17]=[CH:16][CH:15]=3)[OH:13])[C:6]3[CH2:20][CH2:21][NH:22][CH2:23][C:5]=3[C:4]=2[CH:3]=1.C(=O)([O-])[O-].[K+].[K+].[CH2:30]([O:32][C:33](=[O:36])[CH2:34]Br)[CH3:31], predict the reaction product. The product is: [CH2:30]([O:32][C:33](=[O:36])[CH2:34][N:22]1[CH2:21][CH2:20][C:6]2[N:7]([CH2:11][CH:12]([OH:13])[C:14]3[CH:19]=[CH:18][N:17]=[CH:16][CH:15]=3)[C:8]3[CH:9]=[CH:10][C:2]([CH3:1])=[CH:3][C:4]=3[C:5]=2[CH2:23]1)[CH3:31]. (2) Given the reactants [NH2:1][C:2]1[CH:3]=[N:4][C:5]2[C:10]([CH:11]=1)=[CH:9][CH:8]=[CH:7][C:6]=2[Br:12].[N:13]1[CH:18]=[CH:17][CH:16]=[C:15]([S:19](Cl)(=[O:21])=[O:20])[CH:14]=1, predict the reaction product. The product is: [Br:12][C:6]1[CH:7]=[CH:8][CH:9]=[C:10]2[C:5]=1[N:4]=[CH:3][C:2]([NH:1][S:19]([C:15]1[CH:14]=[N:13][CH:18]=[CH:17][CH:16]=1)(=[O:21])=[O:20])=[CH:11]2. (3) The product is: [N:1]1[CH:2]=[CH:3][C:4]([CH2:7][CH:8]([CH2:23][C:24]2[CH:25]=[CH:26][N:27]=[CH:28][CH:29]=2)[C:9]([O:11][CH3:12])=[O:10])=[CH:5][CH:6]=1. Given the reactants [N:1]1[CH:6]=[CH:5][C:4]([CH2:7][C:8]([CH2:23][C:24]2[CH:29]=[CH:28][N:27]=[CH:26][CH:25]=2)(C(OC(C)(C)C)=O)[C:9]([O:11][C:12](C)(C)C)=[O:10])=[CH:3][CH:2]=1.Cl.C(OCC)(=O)C, predict the reaction product. (4) Given the reactants C(OC([NH:8][CH2:9][CH2:10][CH2:11][C@H:12]([NH:16][C:17]([C:19]1[C:20](=[O:36])[N:21]([CH2:25][C:26]2[CH:31]=[CH:30][CH:29]=[CH:28][C:27]=2[C:32]([F:35])([F:34])[F:33])[CH:22]=[CH:23][CH:24]=1)=[O:18])[C:13]([OH:15])=[O:14])=O)(C)(C)C.[C:37]([OH:43])([C:39]([F:42])([F:41])[F:40])=[O:38], predict the reaction product. The product is: [NH2:8][CH2:9][CH2:10][CH2:11][C@H:12]([NH:16][C:17]([C:19]1[C:20](=[O:36])[N:21]([CH2:25][C:26]2[CH:31]=[CH:30][CH:29]=[CH:28][C:27]=2[C:32]([F:33])([F:34])[F:35])[CH:22]=[CH:23][CH:24]=1)=[O:18])[C:13]([OH:15])=[O:14].[C:37]([OH:43])([C:39]([F:42])([F:41])[F:40])=[O:38]. (5) Given the reactants [Cl:1][C:2]1[N:11]=[CH:10][C:9]2[NH:8][CH2:7][CH:6]3[CH2:12][O:13][CH2:14][CH2:15][N:5]3[C:4]=2[N:3]=1.CC(C)([O-])C.[Na+].Br[CH2:23][C:24]1[CH:33]=[CH:32][C:27]([C:28]([O:30][CH3:31])=[O:29])=[CH:26][CH:25]=1, predict the reaction product. The product is: [Cl:1][C:2]1[N:11]=[CH:10][C:9]2[N:8]([CH2:23][C:24]3[CH:33]=[CH:32][C:27]([C:28]([O:30][CH3:31])=[O:29])=[CH:26][CH:25]=3)[CH2:7][CH:6]3[CH2:12][O:13][CH2:14][CH2:15][N:5]3[C:4]=2[N:3]=1. (6) Given the reactants [NH2:1][C:2]1[CH:12]=[C:11]([CH3:13])[CH:10]=[CH:9][C:3]=1[C:4]([O:6][CH2:7][CH3:8])=[O:5].NC1C([Cl:26])=C(C=O)C(C(F)(F)F)=CC=1C(OCC)=O, predict the reaction product. The product is: [NH2:1][C:2]1[CH:12]=[C:11]([CH3:13])[C:10]([Cl:26])=[CH:9][C:3]=1[C:4]([O:6][CH2:7][CH3:8])=[O:5]. (7) Given the reactants Cl[C:2]1[C:3]2[S:10][C:9]([C:11]3[C:12]([CH3:17])=[N:13][N:14]([CH3:16])[CH:15]=3)=[CH:8][C:4]=2[N:5]=[CH:6][N:7]=1.CC1(C)C(C)(C)OB([C:26]2[CH2:27][CH2:28][N:29]([C:32]([O:34][C:35]([CH3:38])([CH3:37])[CH3:36])=[O:33])[CH2:30][CH:31]=2)O1.C(=O)([O-])[O-].[K+].[K+], predict the reaction product. The product is: [CH3:16][N:14]1[CH:15]=[C:11]([C:9]2[S:10][C:3]3[C:2]([C:26]4[CH2:31][CH2:30][N:29]([C:32]([O:34][C:35]([CH3:38])([CH3:37])[CH3:36])=[O:33])[CH2:28][CH:27]=4)=[N:7][CH:6]=[N:5][C:4]=3[CH:8]=2)[C:12]([CH3:17])=[N:13]1. (8) Given the reactants [CH2:1]([O:3][C:4]1[CH:28]=[CH:27][C:7]2[CH:8]3[CH2:14][CH2:13][C:12]([C:16]4[CH:21]=[CH:20][C:19]([O:22][CH2:23][CH3:24])=[C:18]([F:25])[C:17]=4[F:26])(O)[CH2:11][CH:9]3[O:10][C:6]=2[C:5]=1[F:29])[CH3:2].O.O.C1(C)C=CC(S(O)(=O)=O)=CC=1, predict the reaction product. The product is: [CH2:1]([O:3][C:4]1[CH:28]=[CH:27][C:7]2[CH:8]3[CH2:14][CH:13]=[C:12]([C:16]4[CH:21]=[CH:20][C:19]([O:22][CH2:23][CH3:24])=[C:18]([F:25])[C:17]=4[F:26])[CH2:11][CH:9]3[O:10][C:6]=2[C:5]=1[F:29])[CH3:2].